This data is from Retrosynthesis with 50K atom-mapped reactions and 10 reaction types from USPTO. The task is: Predict the reactants needed to synthesize the given product. (1) The reactants are: CC(C)COc1ccc(Cl)cc1Nc1nc(C(=O)O)cs1.COC(=O)c1ccc(N)c(N)c1. Given the product COC(=O)c1ccc2[nH]c(-c3csc(Nc4cc(Cl)ccc4OCC(C)C)n3)nc2c1, predict the reactants needed to synthesize it. (2) Given the product CS(=O)(=O)OC[C@H]1CCc2sc3ncnc(OC4CCC(N5CC6(COC6)C5)CC4)c3c21, predict the reactants needed to synthesize it. The reactants are: CS(=O)(=O)Cl.OC[C@H]1CCc2sc3ncnc(OC4CCC(N5CC6(COC6)C5)CC4)c3c21.